Regression. Given two drug SMILES strings and cell line genomic features, predict the synergy score measuring deviation from expected non-interaction effect. From a dataset of NCI-60 drug combinations with 297,098 pairs across 59 cell lines. (1) Drug 1: CN1CCC(CC1)COC2=C(C=C3C(=C2)N=CN=C3NC4=C(C=C(C=C4)Br)F)OC. Synergy scores: CSS=1.15, Synergy_ZIP=-0.654, Synergy_Bliss=-2.12, Synergy_Loewe=-2.74, Synergy_HSA=-3.34. Drug 2: C#CCC(CC1=CN=C2C(=N1)C(=NC(=N2)N)N)C3=CC=C(C=C3)C(=O)NC(CCC(=O)O)C(=O)O. Cell line: HCC-2998. (2) Drug 1: C1C(C(OC1N2C=C(C(=O)NC2=O)F)CO)O. Drug 2: COC1=C2C(=CC3=C1OC=C3)C=CC(=O)O2. Cell line: HOP-92. Synergy scores: CSS=20.0, Synergy_ZIP=-7.71, Synergy_Bliss=0.223, Synergy_Loewe=-25.7, Synergy_HSA=-0.759. (3) Drug 1: CC1=C(C=C(C=C1)NC2=NC=CC(=N2)N(C)C3=CC4=NN(C(=C4C=C3)C)C)S(=O)(=O)N.Cl. Drug 2: CC1C(C(CC(O1)OC2CC(CC3=C2C(=C4C(=C3O)C(=O)C5=C(C4=O)C(=CC=C5)OC)O)(C(=O)C)O)N)O.Cl. Cell line: MALME-3M. Synergy scores: CSS=30.7, Synergy_ZIP=-6.20, Synergy_Bliss=4.74, Synergy_Loewe=2.86, Synergy_HSA=2.96. (4) Drug 2: CC1CCC2CC(C(=CC=CC=CC(CC(C(=O)C(C(C(=CC(C(=O)CC(OC(=O)C3CCCCN3C(=O)C(=O)C1(O2)O)C(C)CC4CCC(C(C4)OC)O)C)C)O)OC)C)C)C)OC. Synergy scores: CSS=5.36, Synergy_ZIP=-0.0955, Synergy_Bliss=2.58, Synergy_Loewe=1.28, Synergy_HSA=0.869. Cell line: RPMI-8226. Drug 1: C1=NC2=C(N=C(N=C2N1C3C(C(C(O3)CO)O)O)F)N.